This data is from Full USPTO retrosynthesis dataset with 1.9M reactions from patents (1976-2016). The task is: Predict the reactants needed to synthesize the given product. (1) Given the product [N:33]1([CH2:32][CH2:31][CH2:30][O:29][C:28]2[CH:27]=[CH:26][C:25]([CH:22]3[CH2:21][CH2:20][N:19]([C:16]4[CH2:17][CH2:18][C:13]5[N:14]([C:10]([C:9]([F:49])([F:48])[F:8])=[N:11][N:12]=5)[N:15]=4)[CH2:24][CH2:23]3)=[CH:47][CH:46]=2)[CH2:34][CH2:35][NH:36][CH2:37][CH2:38]1, predict the reactants needed to synthesize it. The reactants are: C(O)(C(F)(F)F)=O.[F:8][C:9]([F:49])([F:48])[C:10]1[N:14]2[N:15]=[C:16]([N:19]3[CH2:24][CH2:23][CH:22]([C:25]4[CH:47]=[CH:46][C:28]([O:29][CH2:30][CH2:31][CH2:32][N:33]5[CH2:38][CH2:37][N:36](C(OC(C)(C)C)=O)[CH2:35][CH2:34]5)=[CH:27][CH:26]=4)[CH2:21][CH2:20]3)[CH2:17][CH2:18][C:13]2=[N:12][N:11]=1. (2) The reactants are: [Si]([O:8][C@@H:9]1[CH2:13][O:12][C@@H:11]2/[C:14](=[CH:17]/[C:18]([O:20][CH2:21][CH3:22])=[O:19])/[CH2:15][O:16][C@H:10]12)(C(C)(C)C)(C)C.[BH4-].[Na+]. Given the product [OH:8][C@H:9]1[C@H:10]2[O:16][CH2:15][CH:14]([CH2:17][C:18]([O:20][CH2:21][CH3:22])=[O:19])[C@H:11]2[O:12][CH2:13]1, predict the reactants needed to synthesize it.